This data is from Reaction yield outcomes from USPTO patents with 853,638 reactions. The task is: Predict the reaction yield, written as a fraction of the theoretical maximum amount of product (1.0 means a 100% yield; for example, 0.34 means a 34% yield). (1) The reactants are [F:1][C:2]([F:7])([F:6])[C:3]([OH:5])=[O:4].[NH:8]1[CH2:12][CH2:11][CH2:10][C@H:9]1[CH2:13][O:14][C:15]1[CH:16]=[C:17]([C:21]2[CH:22]=[C:23]([CH2:27][CH2:28][CH2:29][OH:30])[CH:24]=[CH:25][CH:26]=2)[CH:18]=[N:19][CH:20]=1.C=O.[CH3:33]C1C(Br)=C(O)C(Br)=CC=1C1(C2C=C(Br)C(O)=C(Br)C=2C)OS(=O)(=O)C2C=CC=CC1=2.CC([O-])=O.[Na+].C([BH3-])#N.[Na+].C(O)(C(F)(F)F)=O. The catalyst is C(O)C. The product is [F:1][C:2]([F:7])([F:6])[C:3]([OH:5])=[O:4].[CH3:33][N:8]1[CH2:12][CH2:11][CH2:10][C@H:9]1[CH2:13][O:14][C:15]1[CH:16]=[C:17]([C:21]2[CH:22]=[C:23]([CH2:27][CH2:28][CH2:29][OH:30])[CH:24]=[CH:25][CH:26]=2)[CH:18]=[N:19][CH:20]=1. The yield is 0.440. (2) The reactants are [Cl:1][C:2]1[CH:10]=[C:9]2[C:5]([CH2:6][C:7](=[O:11])[NH:8]2)=[CH:4][CH:3]=1.[H-].[Na+].[CH3:14][O:15][CH2:16][CH2:17][O:18][CH2:19][CH2:20][O:21][C:22]1[CH:31]=[C:30]2[C:25]([C:26](SC)=[N:27][CH:28]=[N:29]2)=[CH:24][CH:23]=1.Cl. The catalyst is CS(C)=O. The product is [ClH:1].[Cl:1][C:2]1[CH:10]=[C:9]2[C:5]([CH:6]([C:26]3[C:25]4[C:30](=[CH:31][C:22]([O:21][CH2:20][CH2:19][O:18][CH2:17][CH2:16][O:15][CH3:14])=[CH:23][CH:24]=4)[N:29]=[CH:28][N:27]=3)[C:7](=[O:11])[NH:8]2)=[CH:4][CH:3]=1. The yield is 0.600.